Task: Predict the reactants needed to synthesize the given product.. Dataset: Full USPTO retrosynthesis dataset with 1.9M reactions from patents (1976-2016) (1) The reactants are: BrC1C(N2CCN(C(NC3C=CC=CC=3)=O)CC2)=C2N=C(C3C=CC(N(C)C)=CC=3)NC2=NC=1.[Br:35][C:36]1[C:37]([N:46]2[CH2:51][CH2:50][N:49]([CH2:52][C:53]3[CH:54]=[N:55][CH:56]=[CH:57][CH:58]=3)[CH2:48][CH2:47]2)=[C:38]([N+:43]([O-])=O)[C:39]([NH2:42])=[N:40][CH:41]=1.[O-]S(S([O-])=O)=O.[Na+].[Na+].[O:67]1[CH2:72][CH2:71][N:70]([CH2:73][CH2:74][O:75][C:76]2[CH:83]=[CH:82][C:79]([CH:80]=O)=[CH:78][CH:77]=2)[CH2:69][CH2:68]1. Given the product [Br:35][C:36]1[C:37]([N:46]2[CH2:51][CH2:50][N:49]([CH2:52][C:53]3[CH:54]=[N:55][CH:56]=[CH:57][CH:58]=3)[CH2:48][CH2:47]2)=[C:38]2[N:43]=[C:80]([C:79]3[CH:78]=[CH:77][C:76]([O:75][CH2:74][CH2:73][N:70]4[CH2:69][CH2:68][O:67][CH2:72][CH2:71]4)=[CH:83][CH:82]=3)[NH:42][C:39]2=[N:40][CH:41]=1, predict the reactants needed to synthesize it. (2) Given the product [C:1]([N:5]1[C:24](=[O:25])[N:8]2[CH:9]=[C:10]([C:17]([CH3:23])([CH3:22])[C:18]([OH:20])=[O:19])[N:11]=[C:12]([NH:13][CH:14]([CH3:15])[CH3:16])[C:7]2=[N:6]1)([CH3:3])([CH3:4])[CH3:2], predict the reactants needed to synthesize it. The reactants are: [C:1]([N:5]1[C:24](=[O:25])[N:8]2[CH:9]=[C:10]([C:17]([CH3:23])([CH3:22])[C:18]([O:20]C)=[O:19])[N:11]=[C:12]([NH:13][CH:14]([CH3:16])[CH3:15])[C:7]2=[N:6]1)([CH3:4])([CH3:3])[CH3:2].[OH-].[K+].Cl. (3) Given the product [NH:22]1[C:23]2[C:19](=[CH:18][C:17]([NH:16][C:15]3[C:14]([C:26]#[N:27])=[CH:13][N:12]=[C:11]4[S:28][C:8]([C:5]5[N:4]([CH2:29][N:34]6[CH2:35][CH2:36][N:31]([CH3:30])[CH2:32][CH2:33]6)[CH:3]=[N:7][CH:6]=5)=[CH:9][C:10]=34)=[CH:25][CH:24]=2)[CH:20]=[CH:21]1, predict the reactants needed to synthesize it. The reactants are: C([C:3]1[N:4]([CH3:29])[C:5]([C:8]2[S:28][C:11]3=[N:12][CH:13]=[C:14]([C:26]#[N:27])[C:15]([NH:16][C:17]4[CH:18]=[C:19]5[C:23](=[CH:24][CH:25]=4)[NH:22][CH:21]=[CH:20]5)=[C:10]3[CH:9]=2)=[CH:6][N:7]=1)=O.[CH3:30][N:31]1[CH2:36][CH2:35][NH:34][CH2:33][CH2:32]1.C(O[BH-](OC(=O)C)OC(=O)C)(=O)C.[Na+]. (4) Given the product [N:8]1[CH:7]=[CH:6][CH:5]=[CH:4][C:3]=1[S:30]([Cl:33])(=[O:32])=[O:31], predict the reactants needed to synthesize it. The reactants are: NC[C:3]1[N:8]=[C:7](N(CC(OC(C)(C)C)=O)C(OC(C)(C)C)=O)[CH:6]=[CH:5][CH:4]=1.S1C=CC=C1[S:30]([Cl:33])(=[O:32])=[O:31].